This data is from hERG potassium channel inhibition data for cardiac toxicity prediction from Karim et al.. The task is: Regression/Classification. Given a drug SMILES string, predict its toxicity properties. Task type varies by dataset: regression for continuous values (e.g., LD50, hERG inhibition percentage) or binary classification for toxic/non-toxic outcomes (e.g., AMES mutagenicity, cardiotoxicity, hepatotoxicity). Dataset: herg_karim. (1) The compound is COC1COCCC1N[C@@H]1C[C@H]2CN(C)C[C@@]2(C(=O)N2CCc3ncc(C(F)(F)F)cc3C2)C1. The result is 0 (non-blocker). (2) The drug is Cc1cc(-c2ccc3c(c2)CCN(CCCSc2nnc(-c4ccc(C(F)(F)F)cc4)n2C)CC3)n(C)n1. The result is 1 (blocker). (3) The result is 1 (blocker). The compound is CNC1CCN(c2ccc(-n3ncc4cc(-c5ccc(C(F)(F)F)cc5)sc4c3=O)cn2)C1. (4) The drug is CN1CCCc2cc(NC(=O)c3ccc(-c4ccc(Cl)cc4)o3)ccc21. The result is 1 (blocker). (5) The drug is N[C@H](C(=O)N1CC(c2cc(F)ccc2F)=C[C@H]1c1cccc(O)c1)C1CC1. The result is 1 (blocker).